This data is from Forward reaction prediction with 1.9M reactions from USPTO patents (1976-2016). The task is: Predict the product of the given reaction. (1) Given the reactants [Cl:1][C:2]1[C:7]([S:8]([N:11]2[CH2:16][CH2:15][S:14](=[O:18])(=[O:17])[CH2:13][CH2:12]2)(=[O:10])=[O:9])=[C:6]([OH:19])[C:5]([N+:20]([O-])=O)=[CH:4][CH:3]=1.[H][H], predict the reaction product. The product is: [Cl:1][C:2]1[CH:3]=[CH:4][C:5]([NH2:20])=[C:6]([OH:19])[C:7]=1[S:8]([N:11]1[CH2:16][CH2:15][S:14](=[O:18])(=[O:17])[CH2:13][CH2:12]1)(=[O:10])=[O:9]. (2) Given the reactants [C:1]([O:5][C:6]([N:8]1[CH2:13][CH2:12][C:11]2[NH:14][CH:15]=[CH:16][C:10]=2[C:9]1=[O:17])=[O:7])([CH3:4])([CH3:3])[CH3:2].[CH3:18]N(C=O)C.CI, predict the reaction product. The product is: [C:1]([O:5][C:6]([N:8]1[CH2:13][CH2:12][C:11]2[N:14]([CH3:18])[CH:15]=[CH:16][C:10]=2[C:9]1=[O:17])=[O:7])([CH3:4])([CH3:2])[CH3:3]. (3) Given the reactants [N:1]([CH2:4][C:5]([NH:7][C:8]1[CH:13]=[CH:12][C:11]([C:14]2([C:19]3[CH:24]=[CH:23][C:22]([Cl:25])=[CH:21][CH:20]=3)OCC[O:15]2)=[CH:10][C:9]=1[C:26](=O)[C:27]1[CH:32]=[CH:31][CH:30]=[CH:29][CH:28]=1)=[O:6])=[N+]=[N-], predict the reaction product. The product is: [Cl:25][C:22]1[CH:23]=[CH:24][C:19]([C:14]([C:11]2[CH:12]=[CH:13][C:8]3[NH:7][C:5](=[O:6])[CH2:4][N:1]=[C:26]([C:27]4[CH:28]=[CH:29][CH:30]=[CH:31][CH:32]=4)[C:9]=3[CH:10]=2)=[O:15])=[CH:20][CH:21]=1. (4) Given the reactants [NH2:1][N:2]1[N:11]=[C:10]([C:12]2[CH:17]=[CH:16][CH:15]=[C:14]([Cl:18])[CH:13]=2)[C:9]2[C:4](=[CH:5][CH:6]=[CH:7][CH:8]=2)[C:3]1=[O:19].[Cl:20][C:21]1[CH:26]=[CH:25][C:24]([CH2:27][C:28](O)=[O:29])=[CH:23][CH:22]=1, predict the reaction product. The product is: [Cl:20][C:21]1[CH:26]=[CH:25][C:24]([CH2:27][C:28]([NH:1][N:2]2[N:11]=[C:10]([C:12]3[CH:17]=[CH:16][CH:15]=[C:14]([Cl:18])[CH:13]=3)[C:9]3[C:4](=[CH:5][CH:6]=[CH:7][CH:8]=3)[C:3]2=[O:19])=[O:29])=[CH:23][CH:22]=1. (5) Given the reactants [NH:1]1[CH:5]=[CH:4][C:3]([C:6]2[CH:11]=[CH:10][N:9]=[CH:8][CH:7]=2)=[N:2]1.[OH-].[Na+].[CH2:14](I)[CH3:15], predict the reaction product. The product is: [CH2:14]([N:1]1[CH:5]=[CH:4][C:3]([C:6]2[CH:11]=[CH:10][N:9]=[CH:8][CH:7]=2)=[N:2]1)[CH3:15]. (6) Given the reactants [Si:1]([O:18][CH2:19][C@@H:20]([N:23]1[C@H:28]([C:29]2[CH:34]=[CH:33][C:32]([Cl:35])=[CH:31][CH:30]=2)[C@@H:27]([C:36]2[CH:41]=[CH:40][CH:39]=[C:38]([Cl:42])[CH:37]=2)[CH2:26][CH2:25][C:24]1=[O:43])[CH2:21][CH3:22])([C:14]([CH3:17])([CH3:16])[CH3:15])([C:8]1[CH:13]=[CH:12][CH:11]=[CH:10][CH:9]=1)[C:2]1[CH:7]=[CH:6][CH:5]=[CH:4][CH:3]=1.C[Si]([N-][Si](C)(C)C)(C)C.[Li+].[O:54]([Si](C)(C)C)O[Si](C)(C)C.C1(C)C=CC(S(O)(=O)=O)=CC=1.N1C=CC=CC=1.C([O-])(O)=O.[Na+], predict the reaction product. The product is: [Si:1]([O:18][CH2:19][C@@H:20]([N:23]1[C@H:28]([C:29]2[CH:30]=[CH:31][C:32]([Cl:35])=[CH:33][CH:34]=2)[C@@H:27]([C:36]2[CH:41]=[CH:40][CH:39]=[C:38]([Cl:42])[CH:37]=2)[CH2:26][CH:25]([OH:54])[C:24]1=[O:43])[CH2:21][CH3:22])([C:14]([CH3:17])([CH3:16])[CH3:15])([C:2]1[CH:7]=[CH:6][CH:5]=[CH:4][CH:3]=1)[C:8]1[CH:13]=[CH:12][CH:11]=[CH:10][CH:9]=1. (7) The product is: [C:8]([C:4]1[CH:3]=[C:2]([C:25]2[CH:26]=[CH:27][CH:28]=[C:23]([CH2:22][NH:21][C:19](=[O:20])[O:18][C:14]([CH3:17])([CH3:16])[CH3:15])[CH:24]=2)[CH:7]=[CH:6][CH:5]=1)#[CH:9]. Given the reactants Br[C:2]1[CH:3]=[C:4]([C:8]#[C:9][Si](C)(C)C)[CH:5]=[CH:6][CH:7]=1.[C:14]([O:18][C:19]([NH:21][CH2:22][C:23]1[CH:24]=[C:25](B(O)O)[CH:26]=[CH:27][CH:28]=1)=[O:20])([CH3:17])([CH3:16])[CH3:15].C(Cl)Cl.[O-]P([O-])([O-])=O.[K+].[K+].[K+].C([O-])([O-])=O.[K+].[K+], predict the reaction product. (8) Given the reactants [CH:1]1([N:5]2[CH2:10][CH2:9][CH:8]([O:11][C:12]3[CH:17]=[CH:16][C:15]([N:18]4[CH2:23][CH2:22][N:21](C(OCC5C=CC=CC=5)=O)[CH2:20][C:19]4=[O:34])=[CH:14][CH:13]=3)[CH2:7][CH2:6]2)[CH2:4][CH2:3][CH2:2]1, predict the reaction product. The product is: [CH:1]1([N:5]2[CH2:6][CH2:7][CH:8]([O:11][C:12]3[CH:13]=[CH:14][C:15]([N:18]4[CH2:23][CH2:22][NH:21][CH2:20][C:19]4=[O:34])=[CH:16][CH:17]=3)[CH2:9][CH2:10]2)[CH2:4][CH2:3][CH2:2]1. (9) The product is: [C:41]([C:43]1[CH:44]=[C:45]([S:49]([N:7]2[C:8]([C:9]3[C:10]([F:15])=[N:11][CH:12]=[CH:13][CH:14]=3)=[C:4]([F:3])[C:5]([CH2:16][N:17]([CH3:25])[C:18](=[O:24])[O:19][C:20]([CH3:21])([CH3:22])[CH3:23])=[CH:6]2)(=[O:51])=[O:50])[CH:46]=[CH:47][CH:48]=1)#[N:42]. Given the reactants [H-].[Na+].[F:3][C:4]1[C:5]([CH2:16][N:17]([CH3:25])[C:18](=[O:24])[O:19][C:20]([CH3:23])([CH3:22])[CH3:21])=[CH:6][NH:7][C:8]=1[C:9]1[C:10]([F:15])=[N:11][CH:12]=[CH:13][CH:14]=1.C1OCCOCCOCCOCCOC1.[C:41]([C:43]1[CH:44]=[C:45]([S:49](Cl)(=[O:51])=[O:50])[CH:46]=[CH:47][CH:48]=1)#[N:42], predict the reaction product. (10) Given the reactants C(=O)([O-])[O-].[K+].[K+].[CH:7]1([CH2:13][C@@H:14]([NH:30][CH3:31])[CH2:15][N:16]2[CH2:21][CH2:20][CH:19]([C:22]3[CH:27]=[CH:26][CH:25]=[CH:24][C:23]=3[O:28][CH3:29])[CH2:18][CH2:17]2)[CH2:12][CH2:11][CH2:10][CH2:9][CH2:8]1.[CH3:32][C:33]([CH3:38])([CH3:37])[C:34]([Cl:36])=[O:35], predict the reaction product. The product is: [CH:7]1([CH2:13][C@@H:14]([N:30]([CH3:31])[C:34](=[O:35])[C:33]([CH3:38])([CH3:37])[CH3:32])[CH2:15][N:16]2[CH2:17][CH2:18][CH:19]([C:22]3[CH:27]=[CH:26][CH:25]=[CH:24][C:23]=3[O:28][CH3:29])[CH2:20][CH2:21]2)[CH2:8][CH2:9][CH2:10][CH2:11][CH2:12]1.[ClH:36].